This data is from Full USPTO retrosynthesis dataset with 1.9M reactions from patents (1976-2016). The task is: Predict the reactants needed to synthesize the given product. (1) Given the product [NH2:17][C:3]1[CH:4]=[N:5][N:6]([CH2:7][CH2:8][N:9]2[C:13]([NH2:14])=[C:12]([NH2:15])[CH:11]=[N:10]2)[C:2]=1[NH2:1], predict the reactants needed to synthesize it. The reactants are: [NH2:1][C:2]1[N:6]([CH2:7][CH2:8][N:9]2[C:13]([NH2:14])=[C:12]([N:15]=O)[CH:11]=[N:10]2)[N:5]=[CH:4][C:3]=1[N:17]=O. (2) Given the product [CH2:1]([C:8]1[C:9]2[C:16]([C:17]3[CH:22]=[CH:21][C:20]([F:23])=[CH:19][CH:18]=3)=[CH:15][S:14][C:10]=2[N:11]=[CH:12][N:13]=1)[CH2:2][CH:3]=[CH2:4], predict the reactants needed to synthesize it. The reactants are: [CH2:1]([Mg]Br)[CH2:2][CH:3]=[CH2:4].Cl[C:8]1[C:9]2[C:16]([C:17]3[CH:22]=[CH:21][C:20]([F:23])=[CH:19][CH:18]=3)=[CH:15][S:14][C:10]=2[N:11]=[CH:12][N:13]=1.